From a dataset of Full USPTO retrosynthesis dataset with 1.9M reactions from patents (1976-2016). Predict the reactants needed to synthesize the given product. (1) The reactants are: [F:1][C:2]([F:24])([F:23])[O:3][C:4]1[CH:9]=[CH:8][C:7]([N:10]2[CH:14]=[N:13][C:12]([C:15]3[CH:20]=[CH:19][C:18]([CH2:21][NH2:22])=[CH:17][CH:16]=3)=[N:11]2)=[CH:6][CH:5]=1.[C:25](=[O:36])(OC(Cl)(Cl)Cl)OC(Cl)(Cl)Cl.C([O-])(=O)C.[Na+].[CH2:42]([C:44]1[CH:49]=[CH:48][CH:47]=[CH:46][C:45]=1[NH:50][C:51]([NH2:53])=[S:52])[CH3:43].C(=O)([O-])[O-].[Cs+].[Cs+]. Given the product [CH2:42]([C:44]1[CH:49]=[CH:48][CH:47]=[CH:46][C:45]=1[NH:50][C:51]([NH:53][C:25]([NH:22][CH2:21][C:18]1[CH:19]=[CH:20][C:15]([C:12]2[N:13]=[CH:14][N:10]([C:7]3[CH:6]=[CH:5][C:4]([O:3][C:2]([F:1])([F:23])[F:24])=[CH:9][CH:8]=3)[N:11]=2)=[CH:16][CH:17]=1)=[O:36])=[S:52])[CH3:43], predict the reactants needed to synthesize it. (2) The reactants are: [OH:1][C:2]1[CH:3]=[C:4]([CH:7]=[CH:8][CH:9]=1)[CH:5]=[O:6].C([O-])(=O)C.[Na+].[Br:15]Br. Given the product [Br:15][C:3]1[C:2]([OH:1])=[CH:9][CH:8]=[CH:7][C:4]=1[CH:5]=[O:6], predict the reactants needed to synthesize it.